This data is from Peptide-MHC class II binding affinity with 134,281 pairs from IEDB. The task is: Regression. Given a peptide amino acid sequence and an MHC pseudo amino acid sequence, predict their binding affinity value. This is MHC class II binding data. The peptide sequence is ISNMLSIINKRKKTS. The MHC is DRB1_0802 with pseudo-sequence DRB1_0802. The binding affinity (normalized) is 0.517.